This data is from Forward reaction prediction with 1.9M reactions from USPTO patents (1976-2016). The task is: Predict the product of the given reaction. (1) Given the reactants [OH:1][CH2:2][C:3]1([C:6]([OH:8])=[O:7])[CH2:5][CH2:4]1.[I-].[Cs+].C(=O)([O-])[O-].[Cs+].[Cs+].[NH2:17][C:18](=[O:61])[C:19]([CH3:60])([CH3:59])[CH2:20][NH:21][C:22]([C@H:24]([CH:56]([CH3:58])[CH3:57])[CH2:25][C@@H:26]1[O:30][CH2:29][N:28]([C:31]([O:33][CH2:34]Cl)=[O:32])[C@H:27]1[CH2:36][C@H:37]([CH2:41][C:42]1[CH:47]=[CH:46][C:45]([O:48][CH3:49])=[C:44]([O:50][CH2:51][CH2:52][CH2:53][O:54][CH3:55])[CH:43]=1)[CH:38]([CH3:40])[CH3:39])=[O:23], predict the reaction product. The product is: [NH2:17][C:18](=[O:61])[C:19]([CH3:59])([CH3:60])[CH2:20][NH:21][C:22]([C@H:24]([CH:56]([CH3:57])[CH3:58])[CH2:25][C@@H:26]1[O:30][CH2:29][N:28]([C:31]([O:33][CH2:34][O:7][C:6]([C:3]2([CH2:2][OH:1])[CH2:5][CH2:4]2)=[O:8])=[O:32])[C@H:27]1[CH2:36][C@H:37]([CH2:41][C:42]1[CH:47]=[CH:46][C:45]([O:48][CH3:49])=[C:44]([O:50][CH2:51][CH2:52][CH2:53][O:54][CH3:55])[CH:43]=1)[CH:38]([CH3:39])[CH3:40])=[O:23]. (2) Given the reactants [F:1][C:2]1[CH:7]=[CH:6][C:5]([N:8]2[C:12]3[CH:13]=[C:14]4[C@:19]([C:21](OC)=[O:22])([CH2:20][C:11]=3[CH:10]=[N:9]2)[CH2:18][N:17]([S:25]([C:28]2[CH:33]=[C:32]([F:34])[C:31]([F:35])=[C:30]([F:36])[CH:29]=2)(=[O:27])=[O:26])[CH2:16][CH2:15]4)=[CH:4][CH:3]=1.[H-].C([Al+]CC(C)C)C(C)C.O, predict the reaction product. The product is: [F:1][C:2]1[CH:3]=[CH:4][C:5]([N:8]2[C:12]3[CH:13]=[C:14]4[C@:19]([CH2:21][OH:22])([CH2:20][C:11]=3[CH:10]=[N:9]2)[CH2:18][N:17]([S:25]([C:28]2[CH:29]=[C:30]([F:36])[C:31]([F:35])=[C:32]([F:34])[CH:33]=2)(=[O:27])=[O:26])[CH2:16][CH2:15]4)=[CH:6][CH:7]=1. (3) Given the reactants Cl[C:2]1[N:11]=[C:10]2[C:5]([C:6](=[O:21])[C:7]([C:16]([O:18][CH2:19][CH3:20])=[O:17])=[CH:8][N:9]2[CH2:12][CH2:13][C:14]#[N:15])=[CH:4][C:3]=1[F:22].Cl.[NH:24]1[CH2:27][CH2:26][CH2:25]1.C(N(CC)CC)C, predict the reaction product. The product is: [N:24]1([C:2]2[N:11]=[C:10]3[C:5]([C:6](=[O:21])[C:7]([C:16]([O:18][CH2:19][CH3:20])=[O:17])=[CH:8][N:9]3[CH2:12][CH2:13][C:14]#[N:15])=[CH:4][C:3]=2[F:22])[CH2:27][CH2:26][CH2:25]1. (4) Given the reactants [NH2:1][C:2]1[S:3][CH:4]=[C:5]([CH2:7][C:8]([O:10][CH2:11][CH3:12])=[O:9])[N:6]=1.[C:13]1([S:19]([C:22]2[CH:23]=[C:24]([S:27](Cl)(=[O:29])=[O:28])[S:25][CH:26]=2)(=[O:21])=[O:20])[CH:18]=[CH:17][CH:16]=[CH:15][CH:14]=1, predict the reaction product. The product is: [C:13]1([S:19]([C:22]2[CH:23]=[C:24]([S:27]([NH:1][C:2]3[S:3][CH:4]=[C:5]([CH2:7][C:8]([O:10][CH2:11][CH3:12])=[O:9])[N:6]=3)(=[O:28])=[O:29])[S:25][CH:26]=2)(=[O:21])=[O:20])[CH:14]=[CH:15][CH:16]=[CH:17][CH:18]=1. (5) Given the reactants [H-].[Na+:2].[CH2:3]([O:5][C:6](=[O:12])[C:7]([O:9][CH2:10][CH3:11])=[O:8])[CH3:4].[CH3:13][C:14]1[CH:19]=[CH:18][C:17]([CH2:20][C:21](=[O:23])[CH3:22])=[CH:16][CH:15]=1.OC(C)=C(C1C=CC(C)=CC=1)C(=O)C(OCC)=O, predict the reaction product. The product is: [CH2:3]([O-:5])[CH3:4].[Na+:2].[OH:23][C:21]([CH2:20][C:17]1[CH:16]=[CH:15][C:14]([CH3:13])=[CH:19][CH:18]=1)=[CH:22][C:6](=[O:12])[C:7]([O:9][CH2:10][CH3:11])=[O:8].